From a dataset of Reaction yield outcomes from USPTO patents with 853,638 reactions. Predict the reaction yield, written as a fraction of the theoretical maximum amount of product (1.0 means a 100% yield; for example, 0.34 means a 34% yield). (1) The yield is 0.940. The catalyst is CN(C)C=O.C(N(CC)CC)C. The reactants are [CH3:1][O:2][CH2:3][CH2:4][O:5][C:6]1[CH:7]=[C:8]2[C:12](=[C:13]([N:15]([CH3:25])[S:16]([C:19]3[CH:24]=[CH:23][CH:22]=[CH:21][N:20]=3)(=[O:18])=[O:17])[CH:14]=1)[NH:11][C:10]([C:26]([OH:28])=O)=[CH:9]2.Cl.[CH3:30][O:31][C:32](=[O:44])[C@H:33]([CH2:35][S:36][CH2:37][C:38]1[CH:43]=[CH:42][CH:41]=[CH:40][CH:39]=1)[NH2:34].N1(O)C2C=CC=CC=2N=N1.Cl.CN(C)CCCN=C=NCC. The product is [CH3:30][O:31][C:32](=[O:44])[C@H:33]([CH2:35][S:36][CH2:37][C:38]1[CH:43]=[CH:42][CH:41]=[CH:40][CH:39]=1)[NH:34][C:26]([C:10]1[NH:11][C:12]2[C:8]([CH:9]=1)=[CH:7][C:6]([O:5][CH2:4][CH2:3][O:2][CH3:1])=[CH:14][C:13]=2[N:15]([CH3:25])[S:16]([C:19]1[CH:24]=[CH:23][CH:22]=[CH:21][N:20]=1)(=[O:18])=[O:17])=[O:28]. (2) The reactants are [OH:1][CH2:2][CH2:3][C:4]1[CH:9]=[CH:8][C:7]([O:10][C:11](=[O:20])[N:12]([CH3:19])[C:13]2[CH:18]=[CH:17][CH:16]=[CH:15][CH:14]=2)=[CH:6][CH:5]=1.O[N:22]1[CH:26]=[CH:25][CH:24]=[N:23]1. No catalyst specified. The product is [N:22]1([O:1][CH2:2][CH2:3][C:4]2[CH:5]=[CH:6][C:7]([O:10][C:11](=[O:20])[N:12]([CH3:19])[C:13]3[CH:14]=[CH:15][CH:16]=[CH:17][CH:18]=3)=[CH:8][CH:9]=2)[CH:26]=[CH:25][CH:24]=[N:23]1. The yield is 0.620. (3) The reactants are [N:1]1([C:7]2[CH:12]=[CH:11][N:10]=[C:9]3[NH:13][CH:14]=[C:15]([NH:16][C:17](=[O:19])[CH3:18])[C:8]=23)[CH2:6][CH2:5][NH:4][CH2:3][CH2:2]1.[C:20]([O:24][C:25]([NH:27][C@H:28]([CH2:32][C:33]1[CH:38]=[CH:37][C:36]([Cl:39])=[CH:35][CH:34]=1)[C:29](O)=[O:30])=[O:26])([CH3:23])([CH3:22])[CH3:21].C1C=CC2N(O)N=NC=2C=1.O.CCN=C=NCCCN(C)C.CCN(C(C)C)C(C)C.C([O-])([O-])=O.[Na+].[Na+]. The catalyst is C(Cl)Cl. The product is [C:17]([NH:16][C:15]1[C:8]2[C:9](=[N:10][CH:11]=[CH:12][C:7]=2[N:1]2[CH2:6][CH2:5][N:4]([C:29](=[O:30])[C@H:28]([NH:27][C:25](=[O:26])[O:24][C:20]([CH3:21])([CH3:22])[CH3:23])[CH2:32][C:33]3[CH:34]=[CH:35][C:36]([Cl:39])=[CH:37][CH:38]=3)[CH2:3][CH2:2]2)[NH:13][CH:14]=1)(=[O:19])[CH3:18]. The yield is 0.577. (4) The reactants are [Br:1][C:2]1[CH:7]=[CH:6][C:5]([CH2:8][C:9]([C:11]2[CH:16]=[CH:15][CH:14]=[CH:13][CH:12]=2)=O)=[CH:4][CH:3]=1.[CH2:17]([O:19][C:20]1[CH:21]=[C:22]([CH:25]=[C:26]([N+:29]([O-:31])=[O:30])[C:27]=1[OH:28])[CH:23]=O)[CH3:18].[NH2:32][C:33]([NH2:35])=[O:34].Cl. The catalyst is C(O)C. The product is [Br:1][C:2]1[CH:7]=[CH:6][C:5]([C:8]2[CH:23]([C:22]3[CH:25]=[C:26]([N+:29]([O-:31])=[O:30])[C:27]([OH:28])=[C:20]([O:19][CH2:17][CH3:18])[CH:21]=3)[NH:32][C:33](=[O:34])[NH:35][C:9]=2[C:11]2[CH:16]=[CH:15][CH:14]=[CH:13][CH:12]=2)=[CH:4][CH:3]=1. The yield is 0.165.